From a dataset of Catalyst prediction with 721,799 reactions and 888 catalyst types from USPTO. Predict which catalyst facilitates the given reaction. (1) Reactant: [CH3:13][C:12]([O:11][C:9](O[C:9]([O:11][C:12]([CH3:15])([CH3:14])[CH3:13])=[O:10])=[O:10])([CH3:15])[CH3:14].[NH2:16][C:17]1[CH:18]=[C:19]([C:24]2[N:28]=[C:27]([CH2:29][CH2:30][C:31](=[O:33])[CH3:32])[O:26][N:25]=2)[CH:20]=[CH:21][C:22]=1[CH3:23]. Product: [CH3:13][C:12]([CH3:15])([O:11][C:9]([N:16]([C:9]([O:11][C:12]([CH3:13])([CH3:14])[CH3:15])=[O:10])[C:17]1[CH:18]=[C:19]([C:24]2[N:28]=[C:27]([CH2:29][CH2:30][C:31](=[O:33])[CH3:32])[O:26][N:25]=2)[CH:20]=[CH:21][C:22]=1[CH3:23])=[O:10])[CH3:14]. The catalyst class is: 166. (2) Reactant: [Cl:1][CH2:2][CH2:3][OH:4].[C:5]1([C:11](O)=[O:12])[CH2:10][CH2:9][CH2:8][CH2:7][CH:6]=1.C(Cl)CCl. Product: [Cl:1][CH2:2][CH2:3][O:4][C:11]([C:5]1[CH2:10][CH2:9][CH2:8][CH2:7][CH:6]=1)=[O:12]. The catalyst class is: 79. (3) Reactant: [Si:1]([O:18][CH:19]1[CH2:23][CH2:22][C:21]([C:24](=[O:32])[CH2:25][C:26]2[CH:31]=[CH:30][CH:29]=[CH:28][CH:27]=2)=[CH:20]1)([C:14]([CH3:17])([CH3:16])[CH3:15])([C:8]1[CH:13]=[CH:12][CH:11]=[CH:10][CH:9]=1)[C:2]1[CH:7]=[CH:6][CH:5]=[CH:4][CH:3]=1.[H][H]. Product: [Si:1]([O:18][CH:19]1[CH2:23][CH2:22][CH:21]([C:24](=[O:32])[CH2:25][C:26]2[CH:31]=[CH:30][CH:29]=[CH:28][CH:27]=2)[CH2:20]1)([C:14]([CH3:17])([CH3:15])[CH3:16])([C:8]1[CH:13]=[CH:12][CH:11]=[CH:10][CH:9]=1)[C:2]1[CH:3]=[CH:4][CH:5]=[CH:6][CH:7]=1. The catalyst class is: 586. (4) Reactant: Cl.Cl[CH2:3][CH2:4][C:5]1[C:10](=[O:11])[N:9]2[CH:12]=[CH:13][CH:14]=[C:15]([OH:16])[C:8]2=[N:7][C:6]=1[CH3:17].Cl.[F:19][C:20]1[CH:34]=[CH:33][C:23]2[C:24]([CH:27]3[CH2:32][CH2:31][NH:30][CH2:29][CH2:28]3)=[N:25][O:26][C:22]=2[CH:21]=1.C(=O)([O-])[O-].[Na+].[Na+].[I-].[K+]. Product: [F:19][C:20]1[CH:34]=[CH:33][C:23]2[C:24]([CH:27]3[CH2:28][CH2:29][N:30]([CH2:3][CH2:4][C:5]4[C:10](=[O:11])[N:9]5[CH:12]=[CH:13][CH:14]=[C:15]([OH:16])[C:8]5=[N:7][C:6]=4[CH3:17])[CH2:31][CH2:32]3)=[N:25][O:26][C:22]=2[CH:21]=1. The catalyst class is: 10.